Dataset: Catalyst prediction with 721,799 reactions and 888 catalyst types from USPTO. Task: Predict which catalyst facilitates the given reaction. (1) Reactant: [O:1]=[C:2]([CH3:8])/[CH:3]=[CH:4]/[C:5]([OH:7])=O.[CH2:9](N)[CH3:10].CC[N:14]=C=NCCCN(C)C.Cl. Product: [CH2:9](/[C:4](=[CH:3]\[C:2](=[O:1])[CH3:8])/[C:5]([NH2:14])=[O:7])[CH3:10]. The catalyst class is: 64. (2) Reactant: C(O)(=O)C.[F:5][C:6]1[C:11]([O:12][CH2:13][CH2:14][OH:15])=[CH:10][C:9]([O:16][CH3:17])=[CH:8][C:7]=1[CH:18]([NH:31][C:32]1[CH:40]=[CH:39][C:35]([C:36]([NH2:38])=[NH:37])=[CH:34][CH:33]=1)[C:19]1[NH:23][C:22](=[O:24])[N:21]([C:25]2[N:30]=[CH:29][CH:28]=[CH:27][N:26]=2)[N:20]=1.CN(C=O)C.[N+](C1C=CC([O:55][C:56](=O)[C:57]2[CH:62]=[CH:61][C:60]([CH3:63])=[CH:59][CH:58]=2)=CC=1)([O-])=O. Product: [NH2:37][C:36](=[N:38][C:56](=[O:55])[C:57]1[CH:62]=[CH:61][C:60]([CH3:63])=[CH:59][CH:58]=1)[C:35]1[CH:34]=[CH:33][C:32]([NH:31][CH:18]([C:7]2[CH:8]=[C:9]([O:16][CH3:17])[CH:10]=[C:11]([O:12][CH2:13][CH2:14][OH:15])[C:6]=2[F:5])[C:19]2[NH:23][C:22](=[O:24])[N:21]([C:25]3[N:26]=[CH:27][CH:28]=[CH:29][N:30]=3)[N:20]=2)=[CH:40][CH:39]=1. The catalyst class is: 66. (3) Reactant: C1C(=O)N(Cl)C(=O)C1.C[S:10][CH2:11][CH2:12][O:13][C:14]1[CH:15]=[C:16]2[C:20](=[CH:21][CH:22]=1)[NH:19][C:18]([C:23]([O:25][CH2:26][CH3:27])=[O:24])=[CH:17]2. Product: [S:10]1[C:15]2=[C:16]3[C:20](=[CH:21][CH:22]=[C:14]2[O:13][CH2:12][CH2:11]1)[NH:19][C:18]([C:23]([O:25][CH2:26][CH3:27])=[O:24])=[CH:17]3. The catalyst class is: 3. (4) Reactant: [OH-].[Na+].[CH2:3]([NH:7][CH2:8][CH2:9][CH2:10][O:11][C:12]1[CH:17]=[CH:16][C:15]([C:18]2[CH:23]=[CH:22][C:21]([C:24]([O:26]CC)=[O:25])=[CH:20][CH:19]=2)=[CH:14][C:13]=1[C:29]1[CH:38]=[CH:37][C:36]2[C:35]([CH3:40])([CH3:39])[CH2:34][CH2:33][C:32]([CH3:42])([CH3:41])[C:31]=2[CH:30]=1)[CH2:4][CH2:5][CH3:6]. Product: [CH2:3]([NH:7][CH2:8][CH2:9][CH2:10][O:11][C:12]1[CH:17]=[CH:16][C:15]([C:18]2[CH:23]=[CH:22][C:21]([C:24]([OH:26])=[O:25])=[CH:20][CH:19]=2)=[CH:14][C:13]=1[C:29]1[CH:38]=[CH:37][C:36]2[C:35]([CH3:40])([CH3:39])[CH2:34][CH2:33][C:32]([CH3:41])([CH3:42])[C:31]=2[CH:30]=1)[CH2:4][CH2:5][CH3:6]. The catalyst class is: 7. (5) Reactant: [NH2:1][C:2]1[CH:10]=[CH:9][C:8]([F:11])=[CH:7][C:3]=1[C:4]([NH2:6])=[O:5].O1CCO[CH:13]1[C:17]1[CH:22]=[CH:21][C:20]([C:23]2([OH:28])[CH2:27][CH2:26][CH2:25][CH2:24]2)=[CH:19][CH:18]=1.S(OS([O-])=O)([O-])=O.[Na+].[Na+]. Product: [F:11][C:8]1[CH:7]=[C:3]2[C:2](=[CH:10][CH:9]=1)[N:1]=[C:13]([C:17]1[CH:18]=[CH:19][C:20]([C:23]3([OH:28])[CH2:27][CH2:26][CH2:25][CH2:24]3)=[CH:21][CH:22]=1)[NH:6][C:4]2=[O:5]. The catalyst class is: 80. (6) Reactant: [CH2:1]([Sn](CCCC)(CCCC)C=C)[CH2:2]CC.Br[C:17]1[CH:22]=[CH:21][C:20]([S:23]([CH2:26][CH2:27][CH2:28][C:29]([O:31][CH2:32][CH3:33])=[O:30])(=[O:25])=[O:24])=[CH:19][CH:18]=1.[Cl-].[Li+]. Product: [CH:1]([C:17]1[CH:22]=[CH:21][C:20]([S:23]([CH2:26][CH2:27][CH2:28][C:29]([O:31][CH2:32][CH3:33])=[O:30])(=[O:25])=[O:24])=[CH:19][CH:18]=1)=[CH2:2]. The catalyst class is: 233. (7) Reactant: [F:1][C:2]1[CH:20]=[CH:19][C:18]([CH2:21][C:22]2[C:31]3[CH2:30][CH2:29][CH2:28][CH2:27][C:26]=3[C:25](=[O:32])[NH:24][N:23]=2)=[CH:17][C:3]=1[C:4]([N:6]1[CH2:11][CH2:10][CH:9]([C:12]([O:14]CC)=[O:13])[CH2:8][CH2:7]1)=[O:5].O.[OH-].[Li+]. Product: [F:1][C:2]1[CH:20]=[CH:19][C:18]([CH2:21][C:22]2[C:31]3[CH2:30][CH2:29][CH2:28][CH2:27][C:26]=3[C:25](=[O:32])[NH:24][N:23]=2)=[CH:17][C:3]=1[C:4]([N:6]1[CH2:11][CH2:10][CH:9]([C:12]([OH:14])=[O:13])[CH2:8][CH2:7]1)=[O:5]. The catalyst class is: 40.